Dataset: Reaction yield outcomes from USPTO patents with 853,638 reactions. Task: Predict the reaction yield, written as a fraction of the theoretical maximum amount of product (1.0 means a 100% yield; for example, 0.34 means a 34% yield). The reactants are [NH2:1][S:2]([C:5]1[CH:6]=[C:7]([C:11]2[CH:12]=[C:13]3[C:18](=[CH:19][CH:20]=2)[O:17][C@H:16]([CH2:21][N:22]([CH2:30][C@H:31]([O:38][Si](C(C)(C)C)(C)C)[C:32]2[CH:33]=[N:34][CH:35]=[CH:36][CH:37]=2)C(=O)OC(C)(C)C)[CH2:15][CH2:14]3)[CH:8]=[CH:9][CH:10]=1)(=[O:4])=[O:3].CCN(CC)CC.[CH3:53][C:54]1[CH:59]=[CH:58][C:57]([N:60]=[C:61]=[O:62])=[CH:56][CH:55]=1.[Cl:63]C(Cl)C. No catalyst specified. The product is [ClH:63].[OH:38][C@H:31]([C:32]1[CH:33]=[N:34][CH:35]=[CH:36][CH:37]=1)[CH2:30][NH:22][CH2:21][C@H:16]1[CH2:15][CH2:14][C:13]2[C:18](=[CH:19][CH:20]=[C:11]([C:7]3[CH:8]=[CH:9][CH:10]=[C:5]([S:2]([NH:1][C:61]([NH:60][C:57]4[CH:58]=[CH:59][C:54]([CH3:53])=[CH:55][CH:56]=4)=[O:62])(=[O:4])=[O:3])[CH:6]=3)[CH:12]=2)[O:17]1. The yield is 0.500.